From a dataset of Full USPTO retrosynthesis dataset with 1.9M reactions from patents (1976-2016). Predict the reactants needed to synthesize the given product. (1) Given the product [CH3:33][C:34]1[CH:35]=[CH:36][C:37]([C:40]2[N:44]([C:5]3[CH:6]=[N:2][CH:8]=[CH:9][CH:10]=3)[N:43]=[C:42]([C:45]([N:29]3[CH2:30][CH2:31][N:26]([CH2:24][CH3:25])[C:27](=[O:32])[CH2:28]3)=[O:47])[CH:41]=2)=[N:38][CH:39]=1, predict the reactants needed to synthesize it. The reactants are: O[N:2]1[C:6]2C=[CH:8][CH:9]=[CH:10][C:5]=2N=N1.Cl.CN(C)CCCN=C=NCC.Cl.[CH2:24]([N:26]1[CH2:31][CH2:30][NH:29][CH2:28][C:27]1=[O:32])[CH3:25].[CH3:33][C:34]1[CH:35]=[CH:36][C:37]([C:40]2(C3C=NC=CC=3)[NH:44][NH:43][C:42]([C:45]([OH:47])=O)=[CH:41]2)=[N:38][CH:39]=1. (2) Given the product [Br:1][C:2]1[CH:3]=[C:4]2[C:5]([CH2:8][C:9](=[O:10])[NH:12]2)=[CH:6][CH:7]=1, predict the reactants needed to synthesize it. The reactants are: [Br:1][C:2]1[CH:7]=[CH:6][C:5]([CH2:8][C:9](O)=[O:10])=[C:4]([N+:12]([O-])=O)[CH:3]=1.C(OCC)(=O)C. (3) Given the product [Br:21][C:22]1[N:23]=[C:24]([CH3:30])[NH:25][C:26]=1[C:27]([NH:2][CH2:3][C:4]1[CH:5]=[CH:6][C:7]([Cl:20])=[C:8]([O:10][C:11]2[CH:12]=[C:13]([C:14]#[N:15])[CH:16]=[C:17]([Cl:19])[CH:18]=2)[CH:9]=1)=[O:28], predict the reactants needed to synthesize it. The reactants are: Cl.[NH2:2][CH2:3][C:4]1[CH:5]=[CH:6][C:7]([Cl:20])=[C:8]([O:10][C:11]2[CH:12]=[C:13]([CH:16]=[C:17]([Cl:19])[CH:18]=2)[C:14]#[N:15])[CH:9]=1.[Br:21][C:22]1[N:23]=[C:24]([CH3:30])[NH:25][C:26]=1[C:27](O)=[O:28].CN(C(ON1N=NC2C=CC=NC1=2)=[N+](C)C)C.F[P-](F)(F)(F)(F)F.CCN(C(C)C)C(C)C.C([O-])(O)=O.[Na+].